Predict the product of the given reaction. From a dataset of Forward reaction prediction with 1.9M reactions from USPTO patents (1976-2016). (1) The product is: [F:22][C:19]([F:20])([F:21])[C:17]1[CH:16]=[C:15]([C:23]([CH3:44])([CH3:43])[C:24]([N:26]([C:28]2[CH:29]=[N:30][C:31]([N:6]3[CH2:5][CH2:4][N:3]4[CH2:7][CH2:8][NH:9][CH2:10][CH:2]4[CH2:1]3)=[CH:32][C:33]=2[C:34]2[CH:39]=[CH:38][C:37]([F:40])=[CH:36][C:35]=2[CH3:41])[CH3:27])=[O:25])[CH:14]=[C:13]([C:12]([F:46])([F:11])[F:45])[CH:18]=1. Given the reactants [CH2:1]1[NH:6][CH2:5][CH2:4][N:3]2[CH2:7][CH2:8][NH:9][CH2:10][CH:2]12.[F:11][C:12]([F:46])([F:45])[C:13]1[CH:14]=[C:15]([C:23]([CH3:44])([CH3:43])[C:24]([N:26]([C:28]2[CH:29]=[N:30][C:31](Cl)=[CH:32][C:33]=2[C:34]2[CH:39]=[CH:38][C:37]([F:40])=[CH:36][C:35]=2[CH3:41])[CH3:27])=[O:25])[CH:16]=[C:17]([C:19]([F:22])([F:21])[F:20])[CH:18]=1.C(=O)([O-])[O-].[K+].[K+], predict the reaction product. (2) Given the reactants [NH2:1][C:2]1[CH:3]=[CH:4][CH:5]=[C:6]2[C:10]=1[NH:9][C:8]([C:11]([O:13][CH2:14][CH3:15])=[O:12])=[CH:7]2.[S:16]1[CH:20]=[CH:19][CH:18]=[C:17]1[C:21](O)=[O:22].C(N(C(C)C)C(C)C)C.F[P-](F)(F)(F)(F)F.N1(OC(N(C)C)=[N+](C)C)C2N=CC=CC=2N=N1, predict the reaction product. The product is: [S:16]1[CH:20]=[CH:19][CH:18]=[C:17]1[C:21]([NH:1][C:2]1[CH:3]=[CH:4][CH:5]=[C:6]2[C:10]=1[NH:9][C:8]([C:11]([O:13][CH2:14][CH3:15])=[O:12])=[CH:7]2)=[O:22]. (3) Given the reactants [Cl:1][C:2]1[CH:10]=[CH:9][C:5]([C:6](Cl)=[O:7])=[CH:4][C:3]=1[N+:11]([O-:13])=[O:12].[Br:14][C:15]1[CH:16]=[N:17][C:18]([NH2:21])=[N:19][CH:20]=1, predict the reaction product. The product is: [Br:14][C:15]1[CH:16]=[N:17][C:18]([NH:21][C:6](=[O:7])[C:5]2[CH:9]=[CH:10][C:2]([Cl:1])=[C:3]([N+:11]([O-:13])=[O:12])[CH:4]=2)=[N:19][CH:20]=1. (4) Given the reactants O=[C:2]1[CH2:7][O:6][C@H:5]([C:8]2[CH:13]=[C:12]([F:14])[C:11]([F:15])=[CH:10][C:9]=2[F:16])[C@@H:4]([NH:17]C(=O)OCCCC)[CH2:3]1.[F:25][C:26]([F:38])([F:37])[C:27]1[N:28]=[CH:29][C:30]2[CH2:36][CH2:35][NH:34][CH2:33][C:31]=2[N:32]=1.[B][B][B][B][B][B][B][B][B][B].[ClH:49], predict the reaction product. The product is: [ClH:49].[ClH:49].[F:38][C:26]([F:25])([F:37])[C:27]1[N:28]=[CH:29][C:30]2[CH2:36][CH2:35][N:34]([C@H:2]3[CH2:7][O:6][C@H:5]([C:8]4[CH:13]=[C:12]([F:14])[C:11]([F:15])=[CH:10][C:9]=4[F:16])[C@@H:4]([NH2:17])[CH2:3]3)[CH2:33][C:31]=2[N:32]=1. (5) Given the reactants [CH2:1]([O:4][C:5]1[C:6](I)=[CH:7][C:8]2[CH:14]([CH3:15])[CH2:13][N:12]([C:16](=[O:21])[C:17]([F:20])([F:19])[F:18])[CH2:11][CH2:10][C:9]=2[N:22]=1)[CH:2]=[CH2:3].CC([O-])=O.[Na+], predict the reaction product. The product is: [CH3:3][C:2]1[C:6]2=[CH:7][C:8]3[CH:14]([CH3:15])[CH2:13][N:12]([C:16](=[O:21])[C:17]([F:20])([F:19])[F:18])[CH2:11][CH2:10][C:9]=3[N:22]=[C:5]2[O:4][CH:1]=1.